This data is from Full USPTO retrosynthesis dataset with 1.9M reactions from patents (1976-2016). The task is: Predict the reactants needed to synthesize the given product. (1) Given the product [C:11]([O:15][C:16]1[C:25]2[C:20](=[CH:21][CH:22]=[C:23]([C:26]([C:28]3[CH:29]=[CH:30][C:31]([Cl:34])=[CH:32][CH:33]=3)([C:2]3[S:1][CH:5]=[CH:4][N:3]=3)[OH:27])[CH:24]=2)[N:19]=[CH:18][N:17]=1)([CH3:14])([CH3:12])[CH3:13], predict the reactants needed to synthesize it. The reactants are: [S:1]1[CH:5]=[CH:4][N:3]=[CH:2]1.[Li]CCCC.[C:11]([O:15][C:16]1[C:25]2[C:20](=[CH:21][CH:22]=[C:23]([C:26]([C:28]3[CH:33]=[CH:32][C:31]([Cl:34])=[CH:30][CH:29]=3)=[O:27])[CH:24]=2)[N:19]=[CH:18][N:17]=1)([CH3:14])([CH3:13])[CH3:12]. (2) Given the product [NH2:27][C:24]1[CH:23]=[CH:22][C:21]([CH2:20][CH2:19][C:11]2[N:12]=[C:13]([NH:15][C:16](=[O:18])[CH3:17])[S:14][C:10]=2[CH2:9][C:8]2[CH:30]=[CH:31][C:5]([S:2]([CH3:1])(=[O:4])=[O:3])=[CH:6][CH:7]=2)=[CH:26][CH:25]=1, predict the reactants needed to synthesize it. The reactants are: [CH3:1][S:2]([C:5]1[CH:31]=[CH:30][C:8]([CH2:9][C:10]2[S:14][C:13]([NH:15][C:16](=[O:18])[CH3:17])=[N:12][C:11]=2/[CH:19]=[CH:20]/[C:21]2[CH:26]=[CH:25][C:24]([N+:27]([O-])=O)=[CH:23][CH:22]=2)=[CH:7][CH:6]=1)(=[O:4])=[O:3].CS(C1C=CC(CC2SC(NC(=O)C)=NC=2/C=C\C2C=CC([N+]([O-])=O)=CC=2)=CC=1)(=O)=O.CO.C1COCC1. (3) Given the product [N:11]1([C:6]([C:2]2([CH3:1])[CH2:3][CH2:4][CH2:5]2)=[O:8])[CH:10]=[CH:9][N:13]=[CH:12]1, predict the reactants needed to synthesize it. The reactants are: [CH3:1][C:2]1([C:6]([OH:8])=O)[CH2:5][CH2:4][CH2:3]1.[CH:9]1[N:13]=[CH:12][N:11](C([N:11]2[CH:12]=[N:13][CH:9]=[CH:10]2)=O)[CH:10]=1. (4) The reactants are: [Cl:1][C:2]1[CH:3]=[C:4]2[C:8](=[C:9]([Cl:11])[CH:10]=1)[NH:7][CH:6]=[CH:5]2.[Br:12][CH2:13][CH2:14][CH2:15][CH2:16]Br. Given the product [Br:12][CH2:13][CH2:14][CH2:15][CH2:16][N:7]1[C:8]2[C:4](=[CH:3][C:2]([Cl:1])=[CH:10][C:9]=2[Cl:11])[CH:5]=[CH:6]1, predict the reactants needed to synthesize it. (5) Given the product [N:46]1([CH2:51][CH2:52][C:5]2[CH:6]=[CH:7][C:2]([O:9][CH2:10][CH2:11][CH2:15][CH2:16][N:35]3[CH2:36][CH2:37][N:32]([C:27]4[CH:28]=[CH:29][CH:30]=[CH:31][C:26]=4[O:25][CH3:24])[CH2:33][CH2:34]3)=[CH:3][CH:4]=2)[CH:50]=[CH:49][N:48]=[CH:47]1, predict the reactants needed to synthesize it. The reactants are: O[C:2]1([O:9][CH2:10][CH3:11])[CH:7]=[CH:6][C:5](O)=[CH:4][CH2:3]1.BrCC[CH2:15][CH2:16]Cl.C(=O)([O-])[O-].[K+].[K+].[CH3:24][O:25][C:26]1[CH:31]=[CH:30][CH:29]=[CH:28][C:27]=1[N:32]1[CH2:37][CH2:36][NH:35][CH2:34][CH2:33]1.C(=O)([O-])[O-].[Na+].[Na+].[I-].[K+].[NH:46]1[CH:50]=[CH:49][N:48]=[CH:47]1.[C:51]1(P(C2C=CC=CC=2)C2C=CC=CC=2)C=CC=C[CH:52]=1.N(C(OC(C)C)=O)=NC(OC(C)C)=O. (6) Given the product [CH2:14]([N:16]([C:2]1[CH:9]=[CH:8][C:7]([C:10]([F:13])([F:12])[F:11])=[CH:6][C:3]=1[CH:4]=[O:5])[CH2:17][CH2:18][CH2:19][CH2:20][CH2:21][CH2:22][C:23]([O:25][CH2:26][CH3:27])=[O:24])[CH3:15], predict the reactants needed to synthesize it. The reactants are: F[C:2]1[CH:9]=[CH:8][C:7]([C:10]([F:13])([F:12])[F:11])=[CH:6][C:3]=1[CH:4]=[O:5].[CH2:14]([NH:16][CH2:17][CH2:18][CH2:19][CH2:20][CH2:21][CH2:22][C:23]([O:25][CH2:26][CH3:27])=[O:24])[CH3:15].C(=O)([O-])[O-].[K+].[K+].O. (7) Given the product [F:1][C:2]1[CH:7]=[CH:6][C:5]([NH:8][C:9]2[N:14]3[N:15]=[CH:16][C:17]([C:18]([NH:44][S:41]([CH:38]4[CH2:40][CH2:39]4)(=[O:43])=[O:42])=[O:19])=[C:13]3[N:12]=[CH:11][C:10]=2[C:21]([N:23]2[CH2:24][CH2:25][C:26]3([C:36]4[C:31](=[CH:32][CH:33]=[CH:34][CH:35]=4)[CH2:30][CH2:29]3)[CH2:27][CH2:28]2)=[O:22])=[C:4]([CH3:37])[CH:3]=1, predict the reactants needed to synthesize it. The reactants are: [F:1][C:2]1[CH:7]=[CH:6][C:5]([NH:8][C:9]2[N:14]3[N:15]=[CH:16][C:17]([C:18](O)=[O:19])=[C:13]3[N:12]=[CH:11][C:10]=2[C:21]([N:23]2[CH2:28][CH2:27][C:26]3([C:36]4[C:31](=[CH:32][CH:33]=[CH:34][CH:35]=4)[CH2:30][CH2:29]3)[CH2:25][CH2:24]2)=[O:22])=[C:4]([CH3:37])[CH:3]=1.[CH:38]1([S:41]([NH2:44])(=[O:43])=[O:42])[CH2:40][CH2:39]1. (8) Given the product [CH:27]1([CH2:26][N:15]([C:16]2[CH:21]=[CH:20][CH:19]=[C:18]([C:22](=[O:25])[NH:23][CH3:24])[CH:17]=2)[C:13](=[O:14])[NH:12][C:10]2[S:11][C:7]([S:6][CH2:5][C:4]([OH:32])=[O:3])=[CH:8][N:9]=2)[CH2:31][CH2:30][CH2:29][CH2:28]1, predict the reactants needed to synthesize it. The reactants are: C([O:3][C:4](=[O:32])[CH2:5][S:6][C:7]1[S:11][C:10]([NH:12][C:13]([N:15]([CH2:26][CH:27]2[CH2:31][CH2:30][CH2:29][CH2:28]2)[C:16]2[CH:21]=[CH:20][CH:19]=[C:18]([C:22](=[O:25])[NH:23][CH3:24])[CH:17]=2)=[O:14])=[N:9][CH:8]=1)C.C1(CN(C2C=CC(S(C)(=O)=O)=CC=2)C(=O)NC2SC=C(CC(O)=O)N=2)CCCC1.C1(CNC2C=C(C=CC=2)C(NC)=O)CCCC1.C(OC(=O)CSC1SC(N)=NC=1)C.